Dataset: Forward reaction prediction with 1.9M reactions from USPTO patents (1976-2016). Task: Predict the product of the given reaction. (1) Given the reactants O.[C:2]([OH:12])(=[O:11])[C:3]1[NH:10][C:8](=[O:9])[NH:7][C:5](=[O:6])[CH:4]=1.[CH2:13]=O.[O:15]1[CH2:20][CH2:19][CH:18]([NH2:21])[CH2:17][CH2:16]1, predict the reaction product. The product is: [O:9]=[C:8]1[NH:10][C:3]([C:2]([OH:12])=[O:11])=[C:4]([CH2:13][NH:21][CH:18]2[CH2:19][CH2:20][O:15][CH2:16][CH2:17]2)[C:5](=[O:6])[NH:7]1. (2) Given the reactants [OH:1][P:2]([O-:5])([O-:4])=[O:3].[Ca+2:6].C(=O)([O-])[O-].[Ca+2], predict the reaction product. The product is: [O-:3][P:2]([O-:5])([O-:4])=[O:1].[O-:3][P:2]([O-:5])([O-:4])=[O:1].[Ca+2:6].[Ca+2:6].[Ca+2:6].